Dataset: Full USPTO retrosynthesis dataset with 1.9M reactions from patents (1976-2016). Task: Predict the reactants needed to synthesize the given product. (1) Given the product [OH:16][C:14]1[C:8]([C:9]([O:11][CH2:12][CH3:13])=[O:10])=[CH:7][N:6]=[C:3]2[CH:4]=[CH:5][S:1][C:2]=12, predict the reactants needed to synthesize it. The reactants are: [S:1]1[CH:5]=[CH:4][C:3]([NH:6][CH:7]=[C:8]([C:14]([O:16]CC)=O)[C:9]([O:11][CH2:12][CH3:13])=[O:10])=[CH:2]1. (2) Given the product [OH:23][CH:24]1[CH2:29][CH2:28][CH:27]([C:30]([NH:22][C@H:18]2[CH2:19][CH2:20][CH2:21][N:16]([C:10]3[CH:15]=[CH:14][CH:13]=[CH:12][CH:11]=3)[CH2:17]2)=[O:31])[CH2:26][CH2:25]1, predict the reactants needed to synthesize it. The reactants are: CN1CCOCC1.Cl.Cl.[C:10]1([N:16]2[CH2:21][CH2:20][CH2:19][C@H:18]([NH2:22])[CH2:17]2)[CH:15]=[CH:14][CH:13]=[CH:12][CH:11]=1.[OH:23][CH:24]1[CH2:29][CH2:28][CH:27]([C:30](O)=[O:31])[CH2:26][CH2:25]1.F[P-](F)(F)(F)(F)F.N1(O[P+](N(C)C)(N(C)C)N(C)C)C2C=CC=CC=2N=N1.CN(C)C=O.C(O)(C(F)(F)F)=O. (3) Given the product [CH3:68][N:69]([CH3:77])[C@@H:70]([CH:71]([CH3:73])[CH3:72])[C:59]([NH:58][C@@H:54]([CH:55]([CH3:57])[CH3:56])[C:53]([N:52]([C@@H:47]([C@@H:48]([CH3:51])[CH2:49][CH3:50])[C@H:3]([O:2][CH3:1])[CH2:4][C:5]([N:7]1[CH2:11][CH2:10][CH2:9][C@H:8]1[C@H:12]([O:45][CH3:46])[C@@H:13]([CH3:44])[C:14](=[O:43])[NH:15][C@@H:16]([CH2:36][C:37]1[CH:38]=[CH:39][CH:40]=[CH:41][CH:42]=1)[C:17](=[O:35])[NH:18][S:19]([C:22]1[CH:23]=[CH:24][C:25]([NH:28][C:29](=[O:34])[C:30]([F:33])([F:31])[F:32])=[CH:26][CH:27]=1)(=[O:21])=[O:20])=[O:6])[CH3:67])=[O:66])=[O:65], predict the reactants needed to synthesize it. The reactants are: [CH3:1][O:2][C@@H:3]([C@@H:47]([N:52]([CH3:67])[C:53](=[O:66])[C@@H:54]([NH:58][C:59](=[O:65])OC(C)(C)C)[CH:55]([CH3:57])[CH3:56])[C@@H:48]([CH3:51])[CH2:49][CH3:50])[CH2:4][C:5]([N:7]1[CH2:11][CH2:10][CH2:9][C@H:8]1[C@H:12]([O:45][CH3:46])[C@@H:13]([CH3:44])[C:14](=[O:43])[NH:15][C@@H:16]([CH2:36][C:37]1[CH:42]=[CH:41][CH:40]=[CH:39][CH:38]=1)[C:17](=[O:35])[NH:18][S:19]([C:22]1[CH:27]=[CH:26][C:25]([NH:28][C:29](=[O:34])[C:30]([F:33])([F:32])[F:31])=[CH:24][CH:23]=1)(=[O:21])=[O:20])=[O:6].[CH3:68][N:69]([CH3:77])[C@H:70](C(O)=O)[CH:71]([CH3:73])[CH3:72]. (4) Given the product [OH:1][C:2]1[C:3]([C:16]([NH:18][C:19]2[CH:20]=[N:21][CH:22]=[CH:23][CH:24]=2)=[O:17])=[CH:4][N:5]([CH2:9][C:10]2[CH:11]=[CH:12][CH:13]=[CH:14][CH:15]=2)[C:6](=[O:8])[C:7]=1[C:60]([NH:59][CH2:58][C:40]([OH:42])=[O:41])=[O:61], predict the reactants needed to synthesize it. The reactants are: [OH:1][C:2]1[C:3]([C:16]([NH:18][C:19]2[CH:20]=[N:21][CH:22]=[CH:23][CH:24]=2)=[O:17])=[CH:4][N:5]([CH2:9][C:10]2[CH:15]=[CH:14][CH:13]=[CH:12][CH:11]=2)[C:6](=[O:8])[CH:7]=1.OC1C([C:40]([OH:42])=[O:41])=CN(CC2C=CC=CC=2)C(=O)C=1.C(Cl)CCl.O.N1C2C(=NC=CC=2)N(O)N=1.[CH3:58][N:59](C)[CH:60]=[O:61]. (5) Given the product [C:16]([NH:15][C:12]1[N:13]=[CH:14][C:9]([C:21]2[N:26]=[C:25]3[S:27][C:28]([NH:30][C:31](=[O:43])[C:32]4[CH:37]=[CH:36][C:35]([C:38]([CH3:41])([CH3:42])[CH2:39][OH:40])=[CH:34][CH:33]=4)=[N:29][C:24]3=[CH:23][CH:22]=2)=[CH:10][CH:11]=1)(=[O:18])[CH3:17], predict the reactants needed to synthesize it. The reactants are: CC1(C)C(C)(C)OB([C:9]2[CH:10]=[CH:11][C:12]([NH:15][C:16](=[O:18])[CH3:17])=[N:13][CH:14]=2)O1.Br[C:21]1[N:26]=[C:25]2[S:27][C:28]([NH:30][C:31](=[O:43])[C:32]3[CH:37]=[CH:36][C:35]([C:38]([CH3:42])([CH3:41])[CH2:39][OH:40])=[CH:34][CH:33]=3)=[N:29][C:24]2=[CH:23][CH:22]=1. (6) Given the product [CH3:29][O:28][N:27]([CH3:26])[C:14]([C:9]1[CH:10]=[CH:11][CH:12]=[CH:13][N:8]=1)=[O:16], predict the reactants needed to synthesize it. The reactants are: CN1CCOCC1.[N:8]1[CH:13]=[CH:12][CH:11]=[CH:10][C:9]=1[C:14]([OH:16])=O.ClC(OCC(C)C)=O.Cl.[CH3:26][NH:27][O:28][CH3:29].